Regression. Given a peptide amino acid sequence and an MHC pseudo amino acid sequence, predict their binding affinity value. This is MHC class I binding data. From a dataset of Peptide-MHC class I binding affinity with 185,985 pairs from IEDB/IMGT. (1) The peptide sequence is GRWILAIPRR. The MHC is HLA-B27:05 with pseudo-sequence HLA-B27:05. The binding affinity (normalized) is 1.00. (2) The peptide sequence is HDLPLLCTL. The MHC is HLA-B40:01 with pseudo-sequence HLA-B40:01. The binding affinity (normalized) is 0.104. (3) The peptide sequence is RLEVIGLTT. The MHC is HLA-A02:06 with pseudo-sequence HLA-A02:06. The binding affinity (normalized) is 0. (4) The peptide sequence is MQLPGGWLL. The MHC is HLA-B58:01 with pseudo-sequence HLA-B58:01. The binding affinity (normalized) is 0.0847. (5) The peptide sequence is KTKDIVNGL. The MHC is HLA-A30:01 with pseudo-sequence HLA-A30:01. The binding affinity (normalized) is 1.00. (6) The peptide sequence is EVDGVRLHRY. The MHC is Mamu-A02 with pseudo-sequence Mamu-A02. The binding affinity (normalized) is 0.0847. (7) The peptide sequence is AMYVAIQAVL. The MHC is HLA-A02:03 with pseudo-sequence HLA-A02:03. The binding affinity (normalized) is 0.130.